This data is from NCI-60 drug combinations with 297,098 pairs across 59 cell lines. The task is: Regression. Given two drug SMILES strings and cell line genomic features, predict the synergy score measuring deviation from expected non-interaction effect. (1) Drug 1: C1=C(C(=O)NC(=O)N1)F. Drug 2: CC(C1=C(C=CC(=C1Cl)F)Cl)OC2=C(N=CC(=C2)C3=CN(N=C3)C4CCNCC4)N. Cell line: CCRF-CEM. Synergy scores: CSS=15.7, Synergy_ZIP=-15.6, Synergy_Bliss=-33.5, Synergy_Loewe=-31.1, Synergy_HSA=-30.3. (2) Drug 1: C1CN1P(=S)(N2CC2)N3CC3. Drug 2: C1=CC=C(C(=C1)C(C2=CC=C(C=C2)Cl)C(Cl)Cl)Cl. Cell line: OVCAR-4. Synergy scores: CSS=-0.712, Synergy_ZIP=0.609, Synergy_Bliss=1.41, Synergy_Loewe=-2.31, Synergy_HSA=-1.92. (3) Drug 1: CS(=O)(=O)C1=CC(=C(C=C1)C(=O)NC2=CC(=C(C=C2)Cl)C3=CC=CC=N3)Cl. Cell line: OVCAR-5. Drug 2: CN1C(=O)N2C=NC(=C2N=N1)C(=O)N. Synergy scores: CSS=4.51, Synergy_ZIP=-0.420, Synergy_Bliss=2.87, Synergy_Loewe=-5.96, Synergy_HSA=-0.766. (4) Drug 1: CCCS(=O)(=O)NC1=C(C(=C(C=C1)F)C(=O)C2=CNC3=C2C=C(C=N3)C4=CC=C(C=C4)Cl)F. Drug 2: CCN(CC)CCCC(C)NC1=C2C=C(C=CC2=NC3=C1C=CC(=C3)Cl)OC. Cell line: UO-31. Synergy scores: CSS=21.2, Synergy_ZIP=2.66, Synergy_Bliss=5.32, Synergy_Loewe=4.94, Synergy_HSA=5.22. (5) Drug 1: C1=NC(=NC(=O)N1C2C(C(C(O2)CO)O)O)N. Cell line: OVCAR-5. Synergy scores: CSS=32.1, Synergy_ZIP=-5.10, Synergy_Bliss=-1.59, Synergy_Loewe=-5.03, Synergy_HSA=0.0112. Drug 2: CC1C(C(CC(O1)OC2CC(OC(C2O)C)OC3=CC4=CC5=C(C(=O)C(C(C5)C(C(=O)C(C(C)O)O)OC)OC6CC(C(C(O6)C)O)OC7CC(C(C(O7)C)O)OC8CC(C(C(O8)C)O)(C)O)C(=C4C(=C3C)O)O)O)O.